Dataset: Reaction yield outcomes from USPTO patents with 853,638 reactions. Task: Predict the reaction yield, written as a fraction of the theoretical maximum amount of product (1.0 means a 100% yield; for example, 0.34 means a 34% yield). The reactants are [Cl:1][C:2]1[C:14]([F:15])=[CH:13][CH:12]=[C:11]2[C:3]=1[C:4]1[CH2:5][CH2:6][CH2:7][C:8](=[O:23])[C:9]=1[N:10]2C(OC(C)(C)C)=O.C(O)(C(F)(F)F)=O. The catalyst is C(Cl)Cl. The product is [Cl:1][C:2]1[C:14]([F:15])=[CH:13][CH:12]=[C:11]2[C:3]=1[C:4]1[CH2:5][CH2:6][CH2:7][C:8](=[O:23])[C:9]=1[NH:10]2. The yield is 0.710.